From a dataset of Reaction yield outcomes from USPTO patents with 853,638 reactions. Predict the reaction yield, written as a fraction of the theoretical maximum amount of product (1.0 means a 100% yield; for example, 0.34 means a 34% yield). (1) The reactants are [N+:1]([C:4]1[CH:5]=[C:6]([C:10]2[O:11][C:12]3[CH:13]=[N:14][CH:15]=[CH:16][C:17]=3[N:18]=2)[CH:7]=[CH:8][CH:9]=1)([O-])=O.[NH4+].[Cl-]. The catalyst is CO.O.[Fe]. The product is [N:18]1[C:17]2[CH:16]=[CH:15][N:14]=[CH:13][C:12]=2[O:11][C:10]=1[C:6]1[CH:5]=[C:4]([NH2:1])[CH:9]=[CH:8][CH:7]=1. The yield is 0.310. (2) The reactants are [Cl:1][C:2]1[CH:7]=[CH:6][N:5]=[C:4]([N:8]([C:18]([O:20]C2C=CC=CC=2)=O)C(=O)OC2C=CC=CC=2)[CH:3]=1.[CH2:27]([N:29]([CH2:34][CH3:35])[CH2:30][CH2:31][CH2:32][NH2:33])[CH3:28]. The catalyst is CN(C)C=O. The product is [Cl:1][C:2]1[CH:7]=[CH:6][N:5]=[C:4]([NH:8][C:18]([NH:33][CH2:32][CH2:31][CH2:30][N:29]([CH2:34][CH3:35])[CH2:27][CH3:28])=[O:20])[CH:3]=1. The yield is 0.543.